This data is from Catalyst prediction with 721,799 reactions and 888 catalyst types from USPTO. The task is: Predict which catalyst facilitates the given reaction. (1) Reactant: [CH3:1][CH:2]([CH2:8][CH2:9][CH3:10])[CH:3]=[CH:4][N+:5]([O-:7])=[O:6].C(N(CC)CC)C.[S:18]1[CH2:23][CH:22]([OH:24])[S:18][CH2:23][CH:22]1[OH:24]. Product: [N+:5]([CH:4]1[CH:3]([CH:2]([CH2:8][CH2:9][CH3:10])[CH3:1])[S:18][CH2:23][CH:22]1[OH:24])([O-:7])=[O:6]. The catalyst class is: 162. (2) Reactant: [OH:1][C:2]1[C:7]([CH:8]=[O:9])=[CH:6][C:5]([CH3:10])=[CH:4][C:3]=1[CH:11]=O.C([O-])([O-])=O.[K+].[K+].[F:19][C:20]([F:29])([F:28])/[CH:21]=[CH:22]/[C:23]([O:25][CH2:26][CH3:27])=[O:24].Cl. Product: [CH:8]([C:7]1[CH:6]=[C:5]([CH3:10])[CH:4]=[C:3]2[C:2]=1[O:1][CH:21]([C:20]([F:19])([F:29])[F:28])[C:22]([C:23]([O:25][CH2:26][CH3:27])=[O:24])=[CH:11]2)=[O:9]. The catalyst class is: 3. (3) Reactant: [NH2:1][C:2]1[CH:3]=[C:4]([C:9]([N:11]2[CH2:14][CH:13]([C:15]3[CH:20]=[CH:19][C:18]([C:21]4[CH:22]=[N:23][N:24]([CH3:26])[CH:25]=4)=[CH:17][CH:16]=3)[CH2:12]2)=[O:10])[CH:5]=[CH:6][C:7]=1[CH3:8].CCN(C(C)C)C(C)C.[N:36]1[C:45]2[C:40](=[CH:41][CH:42]=[CH:43][CH:44]=2)[CH:39]=[CH:38][C:37]=1[C:46](Cl)=[O:47]. Product: [CH3:8][C:7]1[CH:6]=[CH:5][C:4]([C:9]([N:11]2[CH2:12][CH:13]([C:15]3[CH:20]=[CH:19][C:18]([C:21]4[CH:22]=[N:23][N:24]([CH3:26])[CH:25]=4)=[CH:17][CH:16]=3)[CH2:14]2)=[O:10])=[CH:3][C:2]=1[NH:1][C:46]([C:37]1[CH:38]=[CH:39][C:40]2[C:45](=[CH:44][CH:43]=[CH:42][CH:41]=2)[N:36]=1)=[O:47]. The catalyst class is: 2. (4) Reactant: [C:1]([C:3]1[CH:29]=[CH:28][C:6]([O:7][CH2:8][C@@H:9]([NH:20]C(=O)OC(C)(C)C)[CH2:10][N:11]2[CH2:18][CH:17]3[O:19][CH:13]([CH2:14][NH:15][CH2:16]3)[CH2:12]2)=[CH:5][CH:4]=1)#[N:2].Br[CH2:31][CH2:32][N:33]1[CH:37]=[CH:36][CH:35]=[CH:34]1.C(=O)([O-])[O-].[K+].[K+]. Product: [NH2:20][C@@H:9]([CH2:10][N:11]1[CH2:18][CH:17]2[O:19][CH:13]([CH2:14][N:15]([CH2:31][CH2:32][N:33]3[CH:37]=[CH:36][CH:35]=[CH:34]3)[CH2:16]2)[CH2:12]1)[CH2:8][O:7][C:6]1[CH:28]=[CH:29][C:3]([C:1]#[N:2])=[CH:4][CH:5]=1. The catalyst class is: 3. (5) Reactant: Cl.[O:2]=[C:3]1[N:7]2[CH2:8][CH2:9][N:10]([C:12]([NH:14][CH2:15][CH2:16][NH:17][CH2:18][CH:19]=[CH2:20])=[O:13])[CH2:11][CH:6]2[C:5]([C:27]2[CH:32]=[CH:31][CH:30]=[CH:29][CH:28]=2)([C:21]2[CH:26]=[CH:25][CH:24]=[CH:23][CH:22]=2)[O:4]1.C(=O)([O-])O.[Na+].C(N(CC)CC)C.[C:45](OC(=O)C)(=[O:47])[CH3:46]. Product: [C:45]([N:17]([CH2:18][CH:19]=[CH2:20])[CH2:16][CH2:15][NH:14][C:12]([N:10]1[CH2:9][CH2:8][N:7]2[C:3](=[O:2])[O:4][C:5]([C:21]3[CH:22]=[CH:23][CH:24]=[CH:25][CH:26]=3)([C:27]3[CH:32]=[CH:31][CH:30]=[CH:29][CH:28]=3)[CH:6]2[CH2:11]1)=[O:13])(=[O:47])[CH3:46]. The catalyst class is: 13. (6) Reactant: [CH:1]1([N:9]2[CH2:13][CH2:12][CH2:11][CH2:10]2)[CH2:8][CH2:7][CH2:6][CH2:5][CH2:4][CH2:3][CH2:2]1.[CH2:14]([I:18])[CH2:15][CH2:16][CH3:17].C(=O)(O)[O-].[K+]. Product: [I-:18].[CH2:14]([N+:9]1([CH:1]2[CH2:8][CH2:7][CH2:6][CH2:5][CH2:4][CH2:3][CH2:2]2)[CH2:13][CH2:12][CH2:11][CH2:10]1)[CH2:15][CH2:16][CH3:17]. The catalyst class is: 5. (7) Reactant: [Br:1][C:2]1[O:6][C:5]([CH:7](Br)[CH2:8][CH3:9])=[N:4][C:3]=1[C:11]1[CH:16]=[CH:15][C:14]([Cl:17])=[CH:13][CH:12]=1.C([O-])([O-])=O.[K+].[K+].[F:24][C:25]1[C:33]([OH:34])=[CH:32][CH:31]=[C:30]([F:35])[C:26]=1[C:27]([NH2:29])=[O:28]. Product: [Br:1][C:2]1[O:6][C:5]([CH:7]([O:34][C:33]2[C:25]([F:24])=[C:26]([C:30]([F:35])=[CH:31][CH:32]=2)[C:27]([NH2:29])=[O:28])[CH2:8][CH3:9])=[N:4][C:3]=1[C:11]1[CH:16]=[CH:15][C:14]([Cl:17])=[CH:13][CH:12]=1. The catalyst class is: 3.